From a dataset of Drug-target binding data from BindingDB using Ki measurements. Regression. Given a target protein amino acid sequence and a drug SMILES string, predict the binding affinity score between them. We predict pKi (pKi = -log10(Ki in M); higher means stronger inhibition). Dataset: bindingdb_ki. (1) The small molecule is CN1[C@H]2CC[C@@H]1[C@@H](C(=O)Oc1ccccc1)[C@@H](c1ccc(Cl)cc1)C2. The target is MLLARMKPQVQPELGGADQ. The pKi is 5.5. (2) The small molecule is C[C@@H]1NC(=O)[C@H](CC(N)=O)NC(=O)[C@H](Cc2ccccc2)NC(=O)[C@H](Cc2ccc(-c3ccccc3)cc2)NC(=O)[C@H](CCCNC(=N)N)NC(=O)[C@@H]2CCCN2C(=O)[C@H]2CCCN2C(=O)[C@H](Cc2ccccc2)NC1=O. The target protein (P33033) has sequence MNSSCCLSSVSPMLPNLSEHPAAPPASNRSGSGFCEQVFIKPEVFLALGIVSLMENILVILAVVRNGNLHSPMYFFLCSLAAADMLVSLSNSLETIMIAVINSDSLTLEDQFIQHMDNIFDSMICISLVASICNLLAIAIDRYVTIFYALRYHSIMTVRKALTLIGVIWVCCGICGVMFIIYSESKMVIVCLITMFFAMVLLMGTLYIHMFLFARLHVQRIAVLPPAGVVAPQQHSCMKGAVTITILLGVFIFCWAPFFLHLVLIITCPTNPYCICYTAHFNTYLVLIMCNSVIDPLIYAFRSLELRNTFKEILCGCNSMNLG. The pKi is 6.2.